The task is: Regression. Given two drug SMILES strings and cell line genomic features, predict the synergy score measuring deviation from expected non-interaction effect.. This data is from NCI-60 drug combinations with 297,098 pairs across 59 cell lines. (1) Drug 1: COC1=C(C=C2C(=C1)N=CN=C2NC3=CC(=C(C=C3)F)Cl)OCCCN4CCOCC4. Drug 2: CS(=O)(=O)CCNCC1=CC=C(O1)C2=CC3=C(C=C2)N=CN=C3NC4=CC(=C(C=C4)OCC5=CC(=CC=C5)F)Cl. Cell line: A498. Synergy scores: CSS=26.5, Synergy_ZIP=-6.15, Synergy_Bliss=-3.02, Synergy_Loewe=-4.17, Synergy_HSA=-1.52. (2) Drug 1: C1CCC(C1)C(CC#N)N2C=C(C=N2)C3=C4C=CNC4=NC=N3. Drug 2: CN(C)C1=NC(=NC(=N1)N(C)C)N(C)C. Cell line: OVCAR-4. Synergy scores: CSS=-7.85, Synergy_ZIP=1.49, Synergy_Bliss=-7.15, Synergy_Loewe=-9.25, Synergy_HSA=-10.5. (3) Drug 1: C1CC(C1)(C(=O)O)C(=O)O.[NH2-].[NH2-].[Pt+2]. Drug 2: CC1CCC2CC(C(=CC=CC=CC(CC(C(=O)C(C(C(=CC(C(=O)CC(OC(=O)C3CCCCN3C(=O)C(=O)C1(O2)O)C(C)CC4CCC(C(C4)OC)OCCO)C)C)O)OC)C)C)C)OC. Cell line: OVCAR3. Synergy scores: CSS=8.53, Synergy_ZIP=0.919, Synergy_Bliss=4.59, Synergy_Loewe=0.583, Synergy_HSA=-0.629. (4) Drug 1: COC1=CC(=CC(=C1O)OC)C2C3C(COC3=O)C(C4=CC5=C(C=C24)OCO5)OC6C(C(C7C(O6)COC(O7)C8=CC=CS8)O)O. Drug 2: CN(C(=O)NC(C=O)C(C(C(CO)O)O)O)N=O. Cell line: SR. Synergy scores: CSS=86.4, Synergy_ZIP=3.79, Synergy_Bliss=3.27, Synergy_Loewe=1.43, Synergy_HSA=5.42. (5) Drug 1: C1CCC(CC1)NC(=O)N(CCCl)N=O. Drug 2: CC=C1C(=O)NC(C(=O)OC2CC(=O)NC(C(=O)NC(CSSCCC=C2)C(=O)N1)C(C)C)C(C)C. Cell line: HS 578T. Synergy scores: CSS=60.2, Synergy_ZIP=-1.34, Synergy_Bliss=-0.896, Synergy_Loewe=-24.9, Synergy_HSA=1.25.